This data is from Forward reaction prediction with 1.9M reactions from USPTO patents (1976-2016). The task is: Predict the product of the given reaction. (1) The product is: [Cl:31][C:32]1[C:37]([F:38])=[CH:36][CH:35]=[C:34]([F:39])[C:33]=1[O:29][CH2:28][CH2:27][CH2:26][C:23]1[CH:22]=[CH:21][C:20]([CH2:19][C:3]([C:1]#[N:2])([CH3:30])[C:4]([N:6]([CH:16]2[CH2:18][CH2:17]2)[CH2:7][C:8]2[CH:13]=[CH:12][CH:11]=[C:10]([Cl:14])[C:9]=2[Cl:15])=[O:5])=[CH:25][CH:24]=1. Given the reactants [C:1]([C:3]([CH3:30])([CH2:19][C:20]1[CH:25]=[CH:24][C:23]([CH2:26][CH2:27][CH2:28][OH:29])=[CH:22][CH:21]=1)[C:4]([N:6]([CH:16]1[CH2:18][CH2:17]1)[CH2:7][C:8]1[CH:13]=[CH:12][CH:11]=[C:10]([Cl:14])[C:9]=1[Cl:15])=[O:5])#[N:2].[Cl:31][C:32]1[C:37]([F:38])=[CH:36][CH:35]=[C:34]([F:39])[C:33]=1O.N(C(N1CCCCC1)=O)=NC(N1CCCCC1)=O.C(P(CCCC)CCCC)CCC, predict the reaction product. (2) Given the reactants [CH3:1][O:2][C:3]1[CH:4]=[C:5]2[C:10](=[C:11]([O:13][CH3:14])[CH:12]=1)[CH2:9][NH:8][CH2:7][CH2:6]2.[CH:15]([O:18][C:19]1[CH:27]=[CH:26][C:25]([S:28]([CH3:31])(=[O:30])=[O:29])=[CH:24][C:20]=1[C:21](O)=[O:22])([CH3:17])[CH3:16], predict the reaction product. The product is: [CH3:1][O:2][C:3]1[CH:4]=[C:5]2[C:10](=[C:11]([O:13][CH3:14])[CH:12]=1)[CH2:9][N:8]([C:21]([C:20]1[CH:24]=[C:25]([S:28]([CH3:31])(=[O:30])=[O:29])[CH:26]=[CH:27][C:19]=1[O:18][CH:15]([CH3:17])[CH3:16])=[O:22])[CH2:7][CH2:6]2. (3) Given the reactants II.[Mg].Br[C:5]1[CH:10]=[CH:9][C:8]([C:11]([F:14])([F:13])[F:12])=[CH:7][CH:6]=1.[C:15](OCC)(=[O:21])[C:16]([O:18][CH2:19][CH3:20])=[O:17].[Cl-].[NH4+], predict the reaction product. The product is: [F:12][C:11]([F:14])([F:13])[C:8]1[CH:9]=[CH:10][C:5]([C:15](=[O:21])[C:16]([O:18][CH2:19][CH3:20])=[O:17])=[CH:6][CH:7]=1. (4) Given the reactants C[O:2][C:3]([C:5]1[C:9]([NH:10][C:11]([C:13]2[O:14][C:15]([CH3:25])=[C:16]([CH2:18][N:19]3[CH2:24][CH2:23][O:22][CH2:21][CH2:20]3)[CH:17]=2)=[O:12])=[CH:8][NH:7][N:6]=1)=[O:4], predict the reaction product. The product is: [CH3:25][C:15]1[O:14][C:13]([C:11]([NH:10][C:9]2[C:5]([C:3]([OH:4])=[O:2])=[N:6][NH:7][CH:8]=2)=[O:12])=[CH:17][C:16]=1[CH2:18][N:19]1[CH2:24][CH2:23][O:22][CH2:21][CH2:20]1. (5) Given the reactants Br[C:2]1[CH:9]=[CH:8][C:5]([C:6]#[N:7])=[C:4]([Cl:10])[CH:3]=1.CC1(C)C(C)(C)OB([C:19]2[CH:20]=[N:21][CH:22]=[C:23]([CH:26]=2)[CH:24]=[O:25])O1.C(=O)([O-])[O-].[Na+].[Na+], predict the reaction product. The product is: [Cl:10][C:4]1[CH:3]=[C:2]([C:19]2[CH:20]=[N:21][CH:22]=[C:23]([CH:24]=[O:25])[CH:26]=2)[CH:9]=[CH:8][C:5]=1[C:6]#[N:7]. (6) Given the reactants [F:1][C:2]([F:34])([F:33])[C:3]1[CH:4]=[C:5]([C@H:13]([O:15][C@H:16]2[CH2:25][CH2:24][C:23]3[N:22]=[CH:21][CH:20]=[CH:19][C:18]=3[C@@H:17]2[C:26]2[CH:31]=[CH:30][C:29]([F:32])=[CH:28][CH:27]=2)[CH3:14])[CH:6]=[C:7]([C:9]([F:12])([F:11])[F:10])[CH:8]=1.C1C=C(Cl)C=C(C(OO)=[O:43])C=1.[OH-].[Na+], predict the reaction product. The product is: [F:34][C:2]([F:1])([F:33])[C:3]1[CH:4]=[C:5]([C@H:13]([O:15][C@H:16]2[CH2:25][CH2:24][C:23]3[N+:22]([O-:43])=[CH:21][CH:20]=[CH:19][C:18]=3[C@@H:17]2[C:26]2[CH:27]=[CH:28][C:29]([F:32])=[CH:30][CH:31]=2)[CH3:14])[CH:6]=[C:7]([C:9]([F:12])([F:10])[F:11])[CH:8]=1. (7) Given the reactants Br[C:2]1[CH:3]=[N:4][CH:5]=[C:6]([Br:17])[C:7]=1[N:8]1[CH2:13][CH2:12][CH:11]([C:14]([NH2:16])=[O:15])[CH2:10][CH2:9]1.[F:18][C:19]([F:30])([F:29])[C:20]1[CH:25]=[CH:24][C:23](B(O)O)=[CH:22][CH:21]=1.P([O-])([O-])([O-])=O.[K+].[K+].[K+].C(=O)([O-])O.[Na+], predict the reaction product. The product is: [Br:17][C:6]1[CH:5]=[N:4][CH:3]=[C:2]([C:23]2[CH:24]=[CH:25][C:20]([C:19]([F:30])([F:29])[F:18])=[CH:21][CH:22]=2)[C:7]=1[N:8]1[CH2:13][CH2:12][CH:11]([C:14]([NH2:16])=[O:15])[CH2:10][CH2:9]1. (8) Given the reactants [F:1][C:2]1[CH:7]=[CH:6][C:5]([N:8]2[C:16]3[C:11](=[CH:12][C:13]([O:17][C@H:18]([C:22]4[CH:27]=[CH:26][CH:25]=[CH:24][CH:23]=4)[C@@H:19]([NH2:21])[CH3:20])=[CH:14][CH:15]=3)[CH:10]=[N:9]2)=[CH:4][CH:3]=1.C(N(CC)CC)C.[CH3:35][N:36]1[CH:40]=[C:39]([S:41](Cl)(=[O:43])=[O:42])[N:38]=[CH:37]1.O, predict the reaction product. The product is: [F:1][C:2]1[CH:3]=[CH:4][C:5]([N:8]2[C:16]3[C:11](=[CH:12][C:13]([O:17][C@H:18]([C:22]4[CH:23]=[CH:24][CH:25]=[CH:26][CH:27]=4)[C@@H:19]([NH:21][S:41]([C:39]4[N:38]=[CH:37][N:36]([CH3:35])[CH:40]=4)(=[O:43])=[O:42])[CH3:20])=[CH:14][CH:15]=3)[CH:10]=[N:9]2)=[CH:6][CH:7]=1.